This data is from NCI-60 drug combinations with 297,098 pairs across 59 cell lines. The task is: Regression. Given two drug SMILES strings and cell line genomic features, predict the synergy score measuring deviation from expected non-interaction effect. (1) Drug 1: C1=NC(=NC(=O)N1C2C(C(C(O2)CO)O)O)N. Drug 2: CCC1(C2=C(COC1=O)C(=O)N3CC4=CC5=C(C=CC(=C5CN(C)C)O)N=C4C3=C2)O.Cl. Cell line: HT29. Synergy scores: CSS=38.3, Synergy_ZIP=-8.76, Synergy_Bliss=-5.87, Synergy_Loewe=-19.9, Synergy_HSA=-3.16. (2) Drug 1: C(=O)(N)NO. Drug 2: CCCCC(=O)OCC(=O)C1(CC(C2=C(C1)C(=C3C(=C2O)C(=O)C4=C(C3=O)C=CC=C4OC)O)OC5CC(C(C(O5)C)O)NC(=O)C(F)(F)F)O. Cell line: HCT-15. Synergy scores: CSS=41.1, Synergy_ZIP=0.783, Synergy_Bliss=-3.46, Synergy_Loewe=-34.0, Synergy_HSA=-8.41. (3) Drug 1: CC1=CC=C(C=C1)C2=CC(=NN2C3=CC=C(C=C3)S(=O)(=O)N)C(F)(F)F. Drug 2: CC1=C(C(=CC=C1)Cl)NC(=O)C2=CN=C(S2)NC3=CC(=NC(=N3)C)N4CCN(CC4)CCO. Cell line: HS 578T. Synergy scores: CSS=16.7, Synergy_ZIP=1.72, Synergy_Bliss=7.40, Synergy_Loewe=0.612, Synergy_HSA=8.06. (4) Drug 1: CC(C)(C#N)C1=CC(=CC(=C1)CN2C=NC=N2)C(C)(C)C#N. Drug 2: C1=NNC2=C1C(=O)NC=N2. Cell line: RPMI-8226. Synergy scores: CSS=6.09, Synergy_ZIP=-4.34, Synergy_Bliss=-7.70, Synergy_Loewe=-0.254, Synergy_HSA=-4.03. (5) Drug 1: C1CCN(CC1)CCOC2=CC=C(C=C2)C(=O)C3=C(SC4=C3C=CC(=C4)O)C5=CC=C(C=C5)O. Drug 2: C1CN(CCN1C(=O)CCBr)C(=O)CCBr. Cell line: HT29. Synergy scores: CSS=4.10, Synergy_ZIP=-0.592, Synergy_Bliss=-0.474, Synergy_Loewe=-7.75, Synergy_HSA=-7.50. (6) Drug 1: CC1=C2C(C(=O)C3(C(CC4C(C3C(C(C2(C)C)(CC1OC(=O)C(C(C5=CC=CC=C5)NC(=O)OC(C)(C)C)O)O)OC(=O)C6=CC=CC=C6)(CO4)OC(=O)C)OC)C)OC. Drug 2: CC=C1C(=O)NC(C(=O)OC2CC(=O)NC(C(=O)NC(CSSCCC=C2)C(=O)N1)C(C)C)C(C)C. Cell line: A498. Synergy scores: CSS=31.2, Synergy_ZIP=-9.25, Synergy_Bliss=-13.2, Synergy_Loewe=-12.1, Synergy_HSA=-7.07. (7) Drug 1: CN(C)N=NC1=C(NC=N1)C(=O)N. Drug 2: CC1=CC=C(C=C1)C2=CC(=NN2C3=CC=C(C=C3)S(=O)(=O)N)C(F)(F)F. Cell line: SK-MEL-28. Synergy scores: CSS=-2.46, Synergy_ZIP=3.85, Synergy_Bliss=0.801, Synergy_Loewe=-1.56, Synergy_HSA=-2.07. (8) Drug 1: C1=CC(=CC=C1CC(C(=O)O)N)N(CCCl)CCCl.Cl. Drug 2: CCC1(C2=C(COC1=O)C(=O)N3CC4=CC5=C(C=CC(=C5CN(C)C)O)N=C4C3=C2)O.Cl. Cell line: DU-145. Synergy scores: CSS=18.0, Synergy_ZIP=-0.0626, Synergy_Bliss=-1.000, Synergy_Loewe=-37.8, Synergy_HSA=-2.82. (9) Drug 1: CC1=C(N=C(N=C1N)C(CC(=O)N)NCC(C(=O)N)N)C(=O)NC(C(C2=CN=CN2)OC3C(C(C(C(O3)CO)O)O)OC4C(C(C(C(O4)CO)O)OC(=O)N)O)C(=O)NC(C)C(C(C)C(=O)NC(C(C)O)C(=O)NCCC5=NC(=CS5)C6=NC(=CS6)C(=O)NCCC[S+](C)C)O. Drug 2: C1CN(P(=O)(OC1)NCCCl)CCCl. Cell line: HT29. Synergy scores: CSS=6.42, Synergy_ZIP=1.37, Synergy_Bliss=7.20, Synergy_Loewe=-6.31, Synergy_HSA=2.68.